From a dataset of Full USPTO retrosynthesis dataset with 1.9M reactions from patents (1976-2016). Predict the reactants needed to synthesize the given product. (1) Given the product [C:17]([O:9][CH:4]1[CH2:5][CH:6]([CH3:8])[CH2:7][C:2]([CH3:10])([CH3:1])[CH2:3]1)(=[O:21])/[CH:18]=[CH:19]/[CH3:20], predict the reactants needed to synthesize it. The reactants are: [CH3:1][C:2]1([CH3:10])[CH2:7][CH:6]([CH3:8])[CH2:5][CH:4]([OH:9])[CH2:3]1.N1C=CC=CC=1.[C:17](Cl)(=[O:21])/[CH:18]=[CH:19]/[CH3:20].O. (2) Given the product [NH:1]([C:22]([C:14]1[CH:15]=[CH:16][CH:17]=[CH:31][CH:30]=1)=[O:24])[C@H:2]([C:10]([OH:12])=[O:11])[CH2:3][CH2:4][CH2:5][NH:6][C:7](=[NH:8])[NH2:9], predict the reactants needed to synthesize it. The reactants are: [NH2:1][C@H:2]([C:10]([OH:12])=[O:11])[CH2:3][CH2:4][CH2:5][NH:6][C:7](=[NH:9])[NH2:8].N[C@H:14]([C:22]([OH:24])=O)[CH2:15][CH2:16][CH2:17]NC(N)=O.CN=C(N[CH2:30][CH2:31]C[C@H](N)C(O)=O)N.CN(C(N)=NCCC[C@H](N)C(O)=O)C.CNC(NCCC[C@H](N)C(O)=O)=NC. (3) The reactants are: [NH2:1][C:2]1[CH:7]=[CH:6][C:5]([N:8]2[CH:13]=[CH:12][C:11]([O:14][CH2:15][C:16]3[CH:21]=[CH:20][C:19]([F:22])=[CH:18][CH:17]=3)=[CH:10][C:9]2=[O:23])=[CH:4][C:3]=1[NH:24][CH3:25].CN(C(ON1N=N[C:36]2C=CC=N[C:35]1=2)=[N+](C)C)C.F[P-](F)(F)(F)(F)F.[C:50](O)(=O)CC.C(N(CC)C(C)C)(C)C.[Cl-].[Cl-].[Ca+2]. Given the product [CH2:35]([C:25]1[N:24]([CH3:50])[C:3]2[CH:4]=[C:5]([N:8]3[CH:13]=[CH:12][C:11]([O:14][CH2:15][C:16]4[CH:21]=[CH:20][C:19]([F:22])=[CH:18][CH:17]=4)=[CH:10][C:9]3=[O:23])[CH:6]=[CH:7][C:2]=2[N:1]=1)[CH3:36], predict the reactants needed to synthesize it. (4) Given the product [C:1]([O:5][C:6]([NH:8][C@H:9]([C:27]([O:29][C:30]([CH3:33])([CH3:32])[CH3:31])=[O:28])[CH2:10][C@H:11]([CH2:19][C:20]1[CH:25]=[CH:24][C:23]([O:26][CH2:41][CH2:42][F:43])=[CH:22][CH:21]=1)[C:12]([O:14][C:15]([CH3:16])([CH3:18])[CH3:17])=[O:13])=[O:7])([CH3:2])([CH3:3])[CH3:4], predict the reactants needed to synthesize it. The reactants are: [C:1]([O:5][C:6]([NH:8][C@H:9]([C:27]([O:29][C:30]([CH3:33])([CH3:32])[CH3:31])=[O:28])[CH2:10][C@H:11]([CH2:19][C:20]1[CH:25]=[CH:24][C:23]([OH:26])=[CH:22][CH:21]=1)[C:12]([O:14][C:15]([CH3:18])([CH3:17])[CH3:16])=[O:13])=[O:7])([CH3:4])([CH3:3])[CH3:2].C(=O)([O-])[O-].[K+].[K+].Br[CH2:41][CH2:42][F:43]. (5) Given the product [CH2:1]([O:3][C:4]([N:6]1[CH2:7][CH2:8][CH:9]([NH:12][S:13]([C:16]2[C:25]3[CH2:24][CH2:23][CH2:22][C:21](=[O:37])[C:20]=3[C:19]([NH:26][C:27](=[O:35])[C:28]3[CH:33]=[CH:32][CH:31]=[CH:30][C:29]=3[CH3:34])=[CH:18][CH:17]=2)(=[O:15])=[O:14])[CH2:10][CH2:11]1)=[O:5])[CH3:2], predict the reactants needed to synthesize it. The reactants are: [CH2:1]([O:3][C:4]([N:6]1[CH2:11][CH2:10][CH:9]([NH:12][S:13]([C:16]2[C:25]3[CH2:24][CH2:23][CH2:22][CH2:21][C:20]=3[C:19]([NH:26][C:27](=[O:35])[C:28]3[CH:33]=[CH:32][CH:31]=[CH:30][C:29]=3[CH3:34])=[CH:18][CH:17]=2)(=[O:15])=[O:14])[CH2:8][CH2:7]1)=[O:5])[CH3:2].S([O-])([O-])(=O)=[O:37].[Mg+2].[Mn]([O-])(=O)(=O)=O.[K+].